This data is from Reaction yield outcomes from USPTO patents with 853,638 reactions. The task is: Predict the reaction yield, written as a fraction of the theoretical maximum amount of product (1.0 means a 100% yield; for example, 0.34 means a 34% yield). (1) The reactants are [CH3:1][O:2][C:3]1[CH:8]=[CH:7][C:6]([OH:9])=[CH:5][CH:4]=1.I[C:11]1[CH:16]=[CH:15][C:14]([CH3:17])=[CH:13][CH:12]=1.C(=O)([O-])[O-].[Cs+].[Cs+].Cl.CN(C)CC(O)=O. The catalyst is [Cu](I)I.O1CCOCC1. The product is [CH3:1][O:2][C:3]1[CH:8]=[CH:7][C:6]([O:9][C:11]2[CH:16]=[CH:15][C:14]([CH3:17])=[CH:13][CH:12]=2)=[CH:5][CH:4]=1. The yield is 0.760. (2) The reactants are C[O:2][C:3]1[CH:4]=[CH:5][C:6]2[N:7]([N:9]=[C:10]([NH2:12])[N:11]=2)[CH:8]=1.[BrH:13]. No catalyst specified. The product is [BrH:13].[NH2:12][C:10]1[N:11]=[C:6]2[CH:5]=[CH:4][C:3]([OH:2])=[CH:8][N:7]2[N:9]=1. The yield is 0.890. (3) The reactants are [CH2:1]([C:3]1[CH:4]=[C:5]2[C:10](=[CH:11][C:12]=1[OH:13])[O:9][CH:8]([C:14]([F:17])([F:16])[F:15])[C:7]([C:18]([OH:20])=[O:19])=[CH:6]2)[CH3:2].C(=O)([O-])[O-].[Cs+].[Cs+].[CH2:27](Br)[CH3:28].C(OCC)(=O)C. The catalyst is CN(C)C=O. The product is [CH2:1]([C:3]1[CH:4]=[C:5]2[C:10](=[CH:11][C:12]=1[OH:13])[O:9][CH:8]([C:14]([F:15])([F:16])[F:17])[C:7]([C:18]([O:20][CH2:27][CH3:28])=[O:19])=[CH:6]2)[CH3:2]. The yield is 0.670. (4) The reactants are [F:1][C:2]1[CH:3]=[C:4]([N:14]2[C:19](=[O:20])[CH:18]=[C:17]([CH3:21])[N:16]=[C:15]2[CH3:22])[CH:5]=[CH:6][C:7]=1[N:8]1[CH2:13][CH2:12][NH:11][CH2:10][CH2:9]1.C([O-])([O-])=O.[K+].[K+].Br[CH2:30][C:31]#[CH:32]. The catalyst is CC#N. The product is [F:1][C:2]1[CH:3]=[C:4]([N:14]2[C:19](=[O:20])[CH:18]=[C:17]([CH3:21])[N:16]=[C:15]2[CH3:22])[CH:5]=[CH:6][C:7]=1[N:8]1[CH2:9][CH2:10][N:11]([CH2:32][C:31]#[CH:30])[CH2:12][CH2:13]1. The yield is 0.440. (5) The reactants are Cl[C:2]1[C:7]([N:8]2[CH:12]=[CH:11][CH:10]=[N:9]2)=[CH:6][CH:5]=[CH:4][N:3]=1.C([Li])CCC.[O:18]=[C:19]1[CH2:24][CH2:23][N:22]([C:25]([O:27][C:28]([CH3:31])([CH3:30])[CH3:29])=[O:26])[CH2:21][CH2:20]1.O. The catalyst is C1COCC1. The product is [N:9]1[N:8]2[C:7]3[CH:6]=[CH:5][CH:4]=[N:3][C:2]=3[O:18][C:19]3([CH2:20][CH2:21][N:22]([C:25]([O:27][C:28]([CH3:31])([CH3:30])[CH3:29])=[O:26])[CH2:23][CH2:24]3)[C:12]2=[CH:11][CH:10]=1. The yield is 0.0500. (6) The reactants are [NH2:1][C:2]1[C:11]2[C:6](=[C:7](Br)[CH:8]=[CH:9][CH:10]=2)[N:5]=[N:4][C:3]=1[C:13]([NH:15][CH2:16][CH2:17][CH3:18])=[O:14].[F:19][C:20]1[C:21]([O:29][CH3:30])=[C:22](B(O)O)[CH:23]=[CH:24][CH:25]=1. No catalyst specified. The product is [NH2:1][C:2]1[C:11]2[C:6](=[C:7]([C:22]3[CH:23]=[CH:24][CH:25]=[C:20]([F:19])[C:21]=3[O:29][CH3:30])[CH:8]=[CH:9][CH:10]=2)[N:5]=[N:4][C:3]=1[C:13]([NH:15][CH2:16][CH2:17][CH3:18])=[O:14]. The yield is 0.880. (7) The reactants are [F:1][C:2]1[CH:7]=[CH:6][C:5]([C:8]2[S:12][C:11]([CH:13]=[O:14])=[N:10][N:9]=2)=[CH:4][CH:3]=1.[CH2:15]([Mg]Br)[CH3:16].C(OCC)C. The catalyst is C1COCC1. The product is [F:1][C:2]1[CH:3]=[CH:4][C:5]([C:8]2[S:12][C:11]([CH:13]([OH:14])[CH2:15][CH3:16])=[N:10][N:9]=2)=[CH:6][CH:7]=1. The yield is 0.450. (8) The reactants are [H-].[Na+].[C:3]([NH:10][OH:11])([O:5][C:6]([CH3:9])([CH3:8])[CH3:7])=[O:4].[CH:12]1(Br)[CH2:16][CH2:15][CH2:14][CH2:13]1. The catalyst is C1COCC1. The product is [C:6]([O:5][C:3](=[O:4])[NH:10][O:11][CH:12]1[CH2:16][CH2:15][CH2:14][CH2:13]1)([CH3:9])([CH3:8])[CH3:7]. The yield is 0.210.